Dataset: Reaction yield outcomes from USPTO patents with 853,638 reactions. Task: Predict the reaction yield, written as a fraction of the theoretical maximum amount of product (1.0 means a 100% yield; for example, 0.34 means a 34% yield). (1) The reactants are [NH2:1][C:2]1[CH:7]=[CH:6][CH:5]=[CH:4][N:3]=1.C(N(CC)CC)C.[C:15](Cl)(=[O:20])[C:16](C)([CH3:18])[CH3:17]. The catalyst is ClCCl. The product is [N:3]1[CH:4]=[CH:5][CH:6]=[CH:7][C:2]=1[NH:1][C:15](=[O:20])[CH:16]([CH3:18])[CH3:17]. The yield is 0.800. (2) The reactants are Cl[C:2]1[CH:9]=[CH:8][C:5]([C:6]#[N:7])=[CH:4][C:3]=1[N+:10]([O-:12])=[O:11].[CH:13]1([C:16]([N:18]2[CH2:22][CH2:21][C@@H:20]([CH2:23][NH2:24])[CH2:19]2)=[O:17])[CH2:15][CH2:14]1.CCN(C(C)C)C(C)C. The catalyst is C(O)C. The product is [CH:13]1([C:16]([N:18]2[CH2:22][CH2:21][C@@H:20]([CH2:23][NH:24][C:2]3[CH:9]=[CH:8][C:5]([C:6]#[N:7])=[CH:4][C:3]=3[N+:10]([O-:12])=[O:11])[CH2:19]2)=[O:17])[CH2:14][CH2:15]1. The yield is 0.860. (3) The reactants are N1C=CC=CC=1.[NH2:7][C:8]1[N:13]=[C:12]([S:14][C@H:15]([C:17]2[CH:22]=[CH:21][CH:20]=[CH:19][CH:18]=2)[CH3:16])[N:11]=[C:10]([OH:23])[CH:9]=1.[C:24]([S-:26])#[N:25].[K+].BrBr. The catalyst is CN(C=O)C.O. The product is [NH2:25][C:24]1[S:26][C:9]2[C:10]([OH:23])=[N:11][C:12]([S:14][C@H:15]([C:17]3[CH:18]=[CH:19][CH:20]=[CH:21][CH:22]=3)[CH3:16])=[N:13][C:8]=2[N:7]=1. The yield is 0.650. (4) The reactants are OC1C=C([CH2:8][NH:9][CH:10]=[C:11]2[C:20]3[C:15](=[CH:16][CH:17]=[C:18]([I:21])[CH:19]=3)[C:14](=[O:22])[NH:13][C:12]2=[O:23])C=CC=1C1C=CC=CC=1.IC1C=C2C(=CC=1)C(=O)[NH:36][C:35](=O)C2=COC.NC[C:48]1[CH:49]=[CH:50][C:51]([C:55]2[CH:60]=[CH:59][CH:58]=CN=2)=[C:52]([OH:54])[CH:53]=1. No catalyst specified. The product is [OH:54][C:52]1[CH:53]=[C:48]([CH:49]=[CH:50][C:51]=1[C:55]1[CH:35]=[N:36][CH:58]=[CH:59][CH:60]=1)[CH2:8][NH:9][CH:10]=[C:11]1[C:20]2[C:15](=[CH:16][CH:17]=[C:18]([I:21])[CH:19]=2)[C:14](=[O:22])[NH:13][C:12]1=[O:23]. The yield is 0.760. (5) The reactants are [CH3:1][O:2][C:3]1[CH:10]=[CH:9][C:6]([CH2:7][NH2:8])=[CH:5][CH:4]=1.[C:11]([O:15][CH2:16][CH3:17])(=[O:14])[CH:12]=O.FC(F)(F)C(O)=O.B(F)(F)F.CCOCC.C[Si](C)(C)[O:36][C:37]([CH:39]=[CH2:40])=[CH2:38]. The catalyst is ClCCl. The product is [CH2:16]([O:15][C:11]([CH:12]1[CH2:38][C:37](=[O:36])[CH2:39][CH2:40][N:8]1[CH2:7][C:6]1[CH:9]=[CH:10][C:3]([O:2][CH3:1])=[CH:4][CH:5]=1)=[O:14])[CH3:17]. The yield is 0.330. (6) The reactants are [C:1]([O:9][C:10]1([CH2:13]O)[CH2:12][CH2:11]1)(=[O:8])[C:2]1[CH:7]=[CH:6][CH:5]=[CH:4][CH:3]=1.[Cl:15][C:16]1[CH:24]=[CH:23][CH:22]=[C:21]2[C:17]=1[C:18]([C:25]([NH:27][CH2:28][CH:29]1[CH2:34][CH2:33][C:32]([F:36])([F:35])[CH2:31][CH2:30]1)=[O:26])=[CH:19][NH:20]2.C(C=P(CCCC)(CCCC)CCCC)#N. The catalyst is C1(C)C=CC=CC=1. The product is [C:1]([O:9][C:10]1([CH2:13][N:20]2[C:21]3[C:17](=[C:16]([Cl:15])[CH:24]=[CH:23][CH:22]=3)[C:18]([C:25](=[O:26])[NH:27][CH2:28][CH:29]3[CH2:30][CH2:31][C:32]([F:35])([F:36])[CH2:33][CH2:34]3)=[CH:19]2)[CH2:11][CH2:12]1)(=[O:8])[C:2]1[CH:3]=[CH:4][CH:5]=[CH:6][CH:7]=1. The yield is 0.380. (7) The reactants are [CH3:1][N:2]([CH3:22])[C:3]([CH2:5][CH2:6][CH2:7][C:8]#[C:9][C:10]1[CH:11]=[C:12]([CH:19]=[CH:20][CH:21]=1)[C:13]([NH:15][CH2:16][CH2:17][F:18])=[O:14])=[O:4]. The catalyst is [Ni]. The product is [CH3:22][N:2]([CH3:1])[C:3]([CH2:5][CH2:6][CH2:7][CH:8]=[CH:9][C:10]1[CH:11]=[C:12]([CH:19]=[CH:20][CH:21]=1)[C:13]([NH:15][CH2:16][CH2:17][F:18])=[O:14])=[O:4]. The yield is 0.400. (8) The reactants are [O-]CC.[Na+:4].[CH3:5][C:6]([CH3:40])([CH3:39])[CH2:7][CH2:8][C@:9]1([CH3:38])[C:18]2[C:13](=[CH:14][CH:15]=[CH:16][CH:17]=2)[C:12]([OH:19])=[C:11]([C:20]2[NH:25][C:24]3[CH:26]=[CH:27][C:28]([NH:30][S:31]([CH3:34])(=[O:33])=[O:32])=[CH:29][C:23]=3[S:22](=[O:36])(=[O:35])[N:21]=2)[C:10]1=[O:37]. The catalyst is C(O)C. The product is [CH3:5][C:6]([CH3:40])([CH3:39])[CH2:7][CH2:8][C@:9]1([CH3:38])[C:18]2[C:13](=[CH:14][CH:15]=[CH:16][CH:17]=2)[C:12]([O-:19])=[C:11]([C:20]2[NH:25][C:24]3[CH:26]=[CH:27][C:28]([NH:30][S:31]([CH3:34])(=[O:33])=[O:32])=[CH:29][C:23]=3[S:22](=[O:36])(=[O:35])[N:21]=2)[C:10]1=[O:37].[Na+:4]. The yield is 0.930. (9) The reactants are Br.[Cl:2][C:3]1[CH:4]=[C:5]([C:9]2[O:13][N:12]=[C:11]([CH:14]([S:16][C:17]3[N:18]([CH2:30][CH3:31])[C:19]([C:22]4[CH:27]=[CH:26][N:25]=[C:24]([O:28]C)[CH:23]=4)=[N:20][N:21]=3)[CH3:15])[N:10]=2)[CH:6]=[CH:7][CH:8]=1.C([O-])(O)=O.[Na+]. The catalyst is CC(O)=O. The product is [Cl:2][C:3]1[CH:4]=[C:5]([C:9]2[O:13][N:12]=[C:11]([CH:14]([S:16][C:17]3[N:18]([CH2:30][CH3:31])[C:19]([C:22]4[CH:27]=[CH:26][N:25]=[C:24]([OH:28])[CH:23]=4)=[N:20][N:21]=3)[CH3:15])[N:10]=2)[CH:6]=[CH:7][CH:8]=1. The yield is 0.990. (10) The reactants are [Br:1][C:2]1[CH:7]=[CH:6][C:5](Br)=[CH:4][N:3]=1.C([Li])CCC.[Cl:14][C:15]1[CH:26]=[C:25]([Cl:27])[CH:24]=[CH:23][C:16]=1[C:17](N(OC)C)=[O:18].[NH4+].[Cl-]. The catalyst is C(OCC)C. The product is [Br:1][C:2]1[N:3]=[CH:4][C:5]([C:17]([C:16]2[CH:23]=[CH:24][C:25]([Cl:27])=[CH:26][C:15]=2[Cl:14])=[O:18])=[CH:6][CH:7]=1. The yield is 0.670.